The task is: Predict which catalyst facilitates the given reaction.. This data is from Catalyst prediction with 721,799 reactions and 888 catalyst types from USPTO. Reactant: C(O[C:5]1[CH:10]=[CH:9][C:8]([CH3:11])=[CH:7][C:6]=1[C:12]1[N:20]([CH2:21][C:22]2[CH:27]=[CH:26][C:25]([Cl:28])=[CH:24][CH:23]=2)[C:19]2[C:14](=[N:15][C:16]([Cl:35])=[N:17][C:18]=2[NH:29][C@@H:30]([CH:32]2[CH2:34][CH2:33]2)[CH3:31])[N:13]=1)C=C.C[N+]1([O-])CC[O:40]CC1.[OH2:44].S([O-])([O-])(=O)=S.[Na+].[Na+].[CH3:52][C:53]([CH3:55])=[O:54]. Product: [Cl:35][C:16]1[N:15]=[C:14]2[C:19]([N:20]([CH2:21][C:22]3[CH:23]=[CH:24][C:25]([Cl:28])=[CH:26][CH:27]=3)[C:12]([C:6]3[CH:7]=[C:8]([CH3:11])[CH:9]=[CH:10][C:5]=3[O:44][CH2:52][CH:53]([OH:54])[CH2:55][OH:40])=[N:13]2)=[C:18]([NH:29][C@@H:30]([CH:32]2[CH2:33][CH2:34]2)[CH3:31])[N:17]=1. The catalyst class is: 771.